From a dataset of Reaction yield outcomes from USPTO patents with 853,638 reactions. Predict the reaction yield, written as a fraction of the theoretical maximum amount of product (1.0 means a 100% yield; for example, 0.34 means a 34% yield). (1) The reactants are [Na+].[OH:2][C:3]1[C:4]([S:20]([O-:23])(=O)=[O:21])=[CH:5][C:6]2[C:7](=[O:19])[C:8]3[C:13]([C:14](=[O:18])[C:15]=2[C:16]=1[OH:17])=[CH:12][CH:11]=[CH:10][CH:9]=3.[Cl:24]S(O)(=O)=O. No catalyst specified. The product is [OH:2][C:3]1[C:4]([S:20]([Cl:24])(=[O:23])=[O:21])=[CH:5][C:6]2[C:7](=[O:19])[C:8]3[C:13]([C:14](=[O:18])[C:15]=2[C:16]=1[OH:17])=[CH:12][CH:11]=[CH:10][CH:9]=3. The yield is 0.660. (2) The reactants are [O:1]1[C:5]2[CH:6]=[C:7]3[CH:12]=[C:11]([C:13]([OH:15])=O)[O:10][C:8]3=[CH:9][C:4]=2[NH:3][C:2]1=[O:16].C(N(CC)CC)C.[CH2:24]([CH:31]1[CH2:36][CH2:35][NH:34][CH2:33][CH2:32]1)[C:25]1[CH:30]=[CH:29][CH:28]=[CH:27][CH:26]=1.CN(C(ON1N=NC2C=CC=CC1=2)=[N+](C)C)C.F[P-](F)(F)(F)(F)F. The catalyst is CN(C)C=O. The product is [CH2:24]([CH:31]1[CH2:36][CH2:35][N:34]([C:13]([C:11]2[O:10][C:8]3[C:7](=[CH:6][C:5]4[O:1][C:2](=[O:16])[NH:3][C:4]=4[CH:9]=3)[CH:12]=2)=[O:15])[CH2:33][CH2:32]1)[C:25]1[CH:30]=[CH:29][CH:28]=[CH:27][CH:26]=1. The yield is 0.540. (3) The reactants are [Br:1][C:2]1[CH:3]=[C:4]2[C:8](=[CH:9][CH:10]=1)[NH:7][C:6](=[O:11])[C:5]12[CH2:13][CH:12]1[C:14]#[N:15].C[Sn]([N:20]=[N+:21]=[N-:22])(C)C. The catalyst is C1(C)C(C)=CC=CC=1. The product is [Br:1][C:2]1[CH:3]=[C:4]2[C:8](=[CH:9][CH:10]=1)[NH:7][C:6](=[O:11])[C:5]12[CH2:13][CH:12]1[C:14]1[NH:22][N:21]=[N:20][N:15]=1. The yield is 0.690. (4) The yield is 0.470. The reactants are [CH3:1][C:2]1([CH3:17])[C:13]2[C:14]3[N:5]([C:6](=[O:16])[C:7](=[O:15])[NH:8][C:9]=3[CH:10]=[CH:11][CH:12]=2)[CH2:4][CH2:3]1.C(=O)([O-])[O-].[Cs+].[Cs+].Br[CH2:25][CH2:26][C@H:27]([CH3:34])[CH2:28][CH2:29][CH:30]=[C:31]([CH3:33])[CH3:32].O. The catalyst is CN(C=O)C. The product is [CH3:34][C@H:27]([CH2:28][CH2:29][CH:30]=[C:31]([CH3:33])[CH3:32])[CH2:26][CH2:25][N:8]1[C:9]2[CH:10]=[CH:11][CH:12]=[C:13]3[C:2]([CH3:17])([CH3:1])[CH2:3][CH2:4][N:5]([C:14]=23)[C:6](=[O:16])[C:7]1=[O:15]. (5) The reactants are [C:1]([O:5][C:6]([NH:8][C:9]1[CH:14]=[CH:13][C:12]([N+:15]([O-])=O)=[CH:11][N:10]=1)=[O:7])([CH3:4])([CH3:3])[CH3:2]. The catalyst is CO.C(OCC)(=O)C.[Pd]. The product is [NH2:15][C:12]1[CH:13]=[CH:14][C:9]([NH:8][C:6]([O:5][C:1]([CH3:4])([CH3:3])[CH3:2])=[O:7])=[N:10][CH:11]=1. The yield is 0.970. (6) The reactants are Br[C:2]1[CH:7]=[CH:6][C:5]([F:8])=[CH:4][C:3]=1[CH3:9].C([Li])CCC.C[O:16][B:17](OC)[O:18]C.[OH-].[Na+]. The catalyst is O1CCCC1. The product is [CH3:9][C:3]1[CH:4]=[C:5]([F:8])[CH:6]=[CH:7][C:2]=1[B:17]([OH:18])[OH:16]. The yield is 0.810. (7) The reactants are [Br:1][C:2]1[CH:3]=[CH:4][C:5]([F:24])=[C:6]([C:8]([NH:17][S@:18]([C:20]([CH3:23])([CH3:22])[CH3:21])=[O:19])([CH:14]([F:16])[F:15])[CH2:9][C:10]([O:12][CH3:13])=[O:11])[CH:7]=1. The catalyst is CCO.CCCCCCC. The product is [Br:1][C:2]1[CH:3]=[CH:4][C:5]([F:24])=[C:6]([C@:8]([NH:17][S@:18]([C:20]([CH3:22])([CH3:21])[CH3:23])=[O:19])([CH:14]([F:16])[F:15])[CH2:9][C:10]([O:12][CH3:13])=[O:11])[CH:7]=1.[F:15][CH:14]([F:16])[CH2:8][CH2:9][C:10]([O-:12])=[O:11]. The yield is 0.408. (8) The reactants are [CH3:1][C:2]([CH3:10])([CH3:9])[CH2:3][C:4](=[O:8])[CH2:5][C:6]#[N:7].[C:11]1([CH3:19])[CH:16]=[CH:15][C:14]([CH:17]=O)=[CH:13][CH:12]=1.N1CCCCC1.C(O)(=O)C. The catalyst is C1(C)C=CC=CC=1. The product is [CH3:1][C:2]([CH3:10])([CH3:9])[CH2:3][C:4]([C:5](=[CH:19][C:11]1[CH:16]=[CH:15][C:14]([CH3:17])=[CH:13][CH:12]=1)[C:6]#[N:7])=[O:8]. The yield is 0.750. (9) The reactants are [C:1]1([P:7]([Cl:9])[Cl:8])[CH:6]=[CH:5][CH:4]=[CH:3][CH:2]=1.[CH2:10]([NH:12][CH2:13][CH3:14])[CH3:11]. The catalyst is C1(C)C=CC=CC=1. The product is [CH2:10]([N:12]([CH2:13][CH3:14])[PH:7]([Cl:9])([Cl:8])[C:1]1[CH:6]=[CH:5][CH:4]=[CH:3][CH:2]=1)[CH3:11]. The yield is 0.970.